This data is from NCI-60 drug combinations with 297,098 pairs across 59 cell lines. The task is: Regression. Given two drug SMILES strings and cell line genomic features, predict the synergy score measuring deviation from expected non-interaction effect. Drug 1: CC12CCC(CC1=CCC3C2CCC4(C3CC=C4C5=CN=CC=C5)C)O. Drug 2: C1CC(=O)NC(=O)C1N2C(=O)C3=CC=CC=C3C2=O. Cell line: T-47D. Synergy scores: CSS=5.42, Synergy_ZIP=-1.42, Synergy_Bliss=1.49, Synergy_Loewe=-3.86, Synergy_HSA=1.32.